From a dataset of Full USPTO retrosynthesis dataset with 1.9M reactions from patents (1976-2016). Predict the reactants needed to synthesize the given product. (1) Given the product [OH:18][CH:19]1[CH2:22][N:21]([C:23]2[S:24][CH:25]=[C:26]([C:28]([N:30]3[CH2:33][CH:32]([O:34][CH3:35])[CH2:31]3)=[O:29])[N:27]=2)[CH2:20]1, predict the reactants needed to synthesize it. The reactants are: [Si]([O:18][CH:19]1[CH2:22][N:21]([C:23]2[S:24][CH:25]=[C:26]([C:28]([N:30]3[CH2:33][CH:32]([O:34][CH3:35])[CH2:31]3)=[O:29])[N:27]=2)[CH2:20]1)(C(C)(C)C)(C1C=CC=CC=1)C1C=CC=CC=1.[F-].C([N+](CCCC)(CCCC)CCCC)CCC. (2) The reactants are: [C:1]1(=[O:11])[O:6][C:4](=O)[C:3]2=[CH:7][CH:8]=[CH:9][CH:10]=[C:2]12.N[C:13]1[CH:18]=[CH:17][CH:16]=[CH:15][C:14]=1[OH:19].C[N:21](C)C=O. Given the product [OH:19][C:14]1[CH:15]=[CH:16][C:17]([N:21]2[C:1](=[O:11])[C:2]3=[CH:10][CH:9]=[CH:8][CH:7]=[C:3]3[C:4]2=[O:6])=[CH:18][CH:13]=1, predict the reactants needed to synthesize it. (3) Given the product [NH2:27][C@@H:16]([CH2:15][S:14][CH2:13][CH2:12][NH:11][C:9]([O:8][CH2:1][C:2]1[CH:3]=[CH:4][CH:5]=[CH:6][CH:7]=1)=[O:10])[C:17]([O:19][CH2:20][C:21]1[CH:22]=[CH:23][CH:24]=[CH:25][CH:26]=1)=[O:18], predict the reactants needed to synthesize it. The reactants are: [CH2:1]([O:8][C:9]([NH:11][CH2:12][CH2:13][S:14][CH2:15][C@H:16]([NH:27]C(OC(C)(C)C)=O)[C:17]([O:19][CH2:20][C:21]1[CH:26]=[CH:25][CH:24]=[CH:23][CH:22]=1)=[O:18])=[O:10])[C:2]1[CH:7]=[CH:6][CH:5]=[CH:4][CH:3]=1.FC(F)(F)C(O)=O. (4) Given the product [C:1]([O:5][C:6]([N:8]1[C:13](=[O:14])[CH2:12][CH:11]([CH3:15])[C:10]([C:16]2[CH:21]=[CH:20][C:19]([O:22][CH2:23][CH2:24][OH:25])=[CH:18][CH:17]=2)=[N:9]1)=[O:7])([CH3:4])([CH3:3])[CH3:2], predict the reactants needed to synthesize it. The reactants are: [C:1]([O:5][C:6]([N:8]1[C:13](=[O:14])[CH2:12][CH:11]([CH3:15])[C:10]([C:16]2[CH:21]=[CH:20][C:19]([O:22][CH2:23][CH2:24][O:25][Si](C(C)(C)C)(C3C=CC=CC=3)C3C=CC=CC=3)=[CH:18][CH:17]=2)=[N:9]1)=[O:7])([CH3:4])([CH3:3])[CH3:2].[F-].C([N+](CCCC)(CCCC)CCCC)CCC.O. (5) Given the product [CH2:34]([O:33][C:31](=[O:32])[NH:15][C:13]1[S:14][C:10]2[C:9]([C:17]3[CH:22]=[CH:21][CH:20]=[CH:19][N:18]=3)=[CH:8][C:7]([C:3]3[CH:2]=[N:1][CH:6]=[CH:5][CH:4]=3)=[CH:16][C:11]=2[N:12]=1)[CH3:35], predict the reactants needed to synthesize it. The reactants are: [N:1]1[CH:6]=[CH:5][CH:4]=[C:3]([C:7]2[CH:8]=[C:9]([C:17]3[CH:22]=[CH:21][CH:20]=[CH:19][N:18]=3)[C:10]3[S:14][C:13]([NH2:15])=[N:12][C:11]=3[CH:16]=2)[CH:2]=1.C(N(CC)CC)C.Cl[C:31]([O:33][CH2:34][CH3:35])=[O:32]. (6) The reactants are: [CH3:1][C:2](=[O:7])[CH2:3][C:4](=[O:6])[CH3:5].[C:8]1([CH2:14][CH2:15][CH2:16]I)[CH:13]=[CH:12][CH:11]=[CH:10][CH:9]=1.C(=O)([O-])[O-].[K+].[K+]. Given the product [C:8]1([CH2:14][CH2:15][CH2:16][CH:3]([C:2](=[O:7])[CH3:1])[C:4](=[O:6])[CH3:5])[CH:13]=[CH:12][CH:11]=[CH:10][CH:9]=1, predict the reactants needed to synthesize it. (7) Given the product [C:1]([N:5]1[C:9]([O:10][CH2:36][CH:35]([F:38])[F:34])=[CH:8][C:7]([C:11]([F:13])([F:14])[F:12])=[N:6]1)([CH3:4])([CH3:2])[CH3:3], predict the reactants needed to synthesize it. The reactants are: [C:1]([N:5]1[C:9]([OH:10])=[CH:8][C:7]([C:11]([F:14])([F:13])[F:12])=[N:6]1)([CH3:4])([CH3:3])[CH3:2].C1(P(C2C=CC=CC=2)C2C=CC=CC=2)C=CC=CC=1.[F:34][CH:35]([F:38])[CH2:36]O.N(C(OC(C)C)=O)=NC(OC(C)C)=O.